This data is from Full USPTO retrosynthesis dataset with 1.9M reactions from patents (1976-2016). The task is: Predict the reactants needed to synthesize the given product. (1) Given the product [Cl:37][C:38]1[CH:45]=[C:44]([S:46]([CH3:49])(=[O:48])=[O:47])[CH:43]=[CH:42][C:39]=1[C:40]([C:12]1[C:13]2[C:20]([F:21])=[CH:19][N:18]([CH:22]3[CH2:23][CH2:24][N:25]([C:28]([O:30][C:31]([CH3:34])([CH3:33])[CH3:32])=[O:29])[CH2:26][CH2:27]3)[C:14]=2[N:15]=[CH:16][N:17]=1)=[O:41], predict the reactants needed to synthesize it. The reactants are: CN(C)C(C1C=CC(N[C:12]2[C:13]3[C:20]([F:21])=[CH:19][N:18]([CH:22]4[CH2:27][CH2:26][N:25]([C:28]([O:30][C:31]([CH3:34])([CH3:33])[CH3:32])=[O:29])[CH2:24][CH2:23]4)[C:14]=3[N:15]=[CH:16][N:17]=2)=C(F)C=1)=O.[Cl:37][C:38]1[CH:45]=[C:44]([S:46]([CH3:49])(=[O:48])=[O:47])[CH:43]=[CH:42][C:39]=1[CH:40]=[O:41].[I-].C[N+]1(C)CCN=C1.[H-].[Na+].[Cl-].[NH4+]. (2) The reactants are: [CH3:1][C@@:2]12[C@@H:10]([C:11](NC(C)(C)C)=[O:12])[CH2:9][CH2:8][C@H:7]1[C@@H:6]1[CH2:18][CH2:19][C@H:20]3[NH:26][C:24](=[O:25])[CH2:23][CH2:22][C@:21]3([CH3:27])[C@H:5]1[CH2:4][CH2:3]2.Cl.C[OH:30]. Given the product [CH3:1][C@@:2]12[C@@H:10]([C:11]([OH:30])=[O:12])[CH2:9][CH2:8][C@H:7]1[C@@H:6]1[CH2:18][CH2:19][C@H:20]3[NH:26][C:24](=[O:25])[CH2:23][CH2:22][C@:21]3([CH3:27])[C@H:5]1[CH2:4][CH2:3]2, predict the reactants needed to synthesize it. (3) The reactants are: [Br:1][C:2]1[CH:3]=[C:4]2[N:10]=[C:9]([CH2:11]Br)[S:8][C:5]2=[N:6][CH:7]=1.[OH-].[NH4+:14].C([O-])(O)=O.[Na+].[CH3:20][C:21]([O:24][C:25]([O:27]C(OC(C)(C)C)=O)=O)([CH3:23])[CH3:22]. Given the product [Br:1][C:2]1[CH:3]=[C:4]2[N:10]=[C:9]([CH2:11][NH:14][C:25](=[O:27])[O:24][C:21]([CH3:23])([CH3:22])[CH3:20])[S:8][C:5]2=[N:6][CH:7]=1, predict the reactants needed to synthesize it.